Dataset: Forward reaction prediction with 1.9M reactions from USPTO patents (1976-2016). Task: Predict the product of the given reaction. The product is: [N+:3]([C:6]1[CH:7]=[N:11][C:12]2[N:16]([N:15]=[C:14]([O:17][CH2:18][CH2:19][OH:20])[CH:13]=2)[CH:9]=1)([O-:5])=[O:4]. Given the reactants O.[Na].[N+:3]([CH:6]([CH:9]=O)[CH:7]=O)([O-:5])=[O:4].[NH2:11][C:12]1[NH:16][N:15]=[C:14]([O:17][CH2:18][CH2:19][OH:20])[CH:13]=1, predict the reaction product.